From a dataset of hERG Central: cardiac toxicity at 1µM, 10µM, and general inhibition. Predict hERG channel inhibition at various concentrations. The compound is COc1cccc(NC(=O)CN(C)C(=O)Cc2c(C)nc3ccccc3c2C)c1. Results: hERG_inhib (hERG inhibition (general)): blocker.